From a dataset of Forward reaction prediction with 1.9M reactions from USPTO patents (1976-2016). Predict the product of the given reaction. (1) Given the reactants C1C=C[NH+]=CC=1.[O-][Cr](Cl)(=O)=O.[F:12][C:13]1[CH:18]=[CH:17][C:16]([CH2:19][CH2:20][CH2:21][OH:22])=[CH:15][C:14]=1[C:23]([F:26])([F:25])[F:24], predict the reaction product. The product is: [F:12][C:13]1[CH:18]=[CH:17][C:16]([CH2:19][CH2:20][CH:21]=[O:22])=[CH:15][C:14]=1[C:23]([F:24])([F:25])[F:26]. (2) Given the reactants C[C:2]([C:9]1[C:10]([C:22]([CH3:25])([CH3:24])[CH3:23])=[C:11]2[C:18]3[CH2:19][CH2:20][CH2:21][C:17]=3[S:16][C:12]2=[N:13][C:14]=1[CH3:15])([CH2:6][CH2:7][CH3:8])[C:3]([O-:5])=[O:4].[OH-].[Na+].Cl, predict the reaction product. The product is: [CH3:15][C:14]1[N:13]=[C:12]2[S:16][C:17]3[CH2:21][CH2:20][CH2:19][C:18]=3[C:11]2=[C:10]([C:22]([CH3:25])([CH3:24])[CH3:23])[C:9]=1[CH:2]([CH2:6][CH2:7][CH3:8])[C:3]([OH:5])=[O:4].